From a dataset of Reaction yield outcomes from USPTO patents with 853,638 reactions. Predict the reaction yield, written as a fraction of the theoretical maximum amount of product (1.0 means a 100% yield; for example, 0.34 means a 34% yield). (1) The reactants are [NH2:1][C@H:2]([C:5]1[N:14]([CH:15]2[CH2:17][CH2:16]2)[C:13](=[O:18])[C:12]2[C:7](=[CH:8][CH:9]=[CH:10][C:11]=2[Cl:19])[N:6]=1)[CH2:3][CH3:4].Cl[C:21]1[N:26]=[CH:25][N:24]=[C:23]([NH2:27])[C:22]=1[C:28]1[CH:33]=[CH:32][CH:31]=[CH:30][N:29]=1.C(N(C(C)C)CC)(C)C. The catalyst is CCCCO. The product is [NH2:27][C:23]1[N:24]=[CH:25][N:26]=[C:21]([NH:1][C@H:2]([C:5]2[N:14]([CH:15]3[CH2:16][CH2:17]3)[C:13](=[O:18])[C:12]3[C:7](=[CH:8][CH:9]=[CH:10][C:11]=3[Cl:19])[N:6]=2)[CH2:3][CH3:4])[C:22]=1[C:28]1[CH:33]=[CH:32][CH:31]=[CH:30][N:29]=1. The yield is 0.276. (2) The reactants are C1COCC1.Br[CH:7]1[CH2:9][CH2:8]1.[F:10][C:11]1[CH:18]=[CH:17][CH:16]=[CH:15][C:12]=1[C:13]#[N:14].[BH4-].[Na+]. The catalyst is CO. The product is [CH:7]1([CH:13]([C:12]2[CH:15]=[CH:16][CH:17]=[CH:18][C:11]=2[F:10])[NH2:14])[CH2:9][CH2:8]1. The yield is 0.510. (3) The reactants are Cl[C:2]1[C:7]([N+:8]([O-:10])=[O:9])=[CH:6][CH:5]=[C:4]([Cl:11])[N:3]=1.[NH2:12][C:13]1[CH:18]=[CH:17][CH:16]=[CH:15][CH:14]=1.CCN(C(C)C)C(C)C. The catalyst is O1CCOCC1. The product is [Cl:11][C:4]1[N:3]=[C:2]([NH:12][C:13]2[CH:18]=[CH:17][CH:16]=[CH:15][CH:14]=2)[C:7]([N+:8]([O-:10])=[O:9])=[CH:6][CH:5]=1. The yield is 0.617. (4) The reactants are [F:1][C:2]([F:30])([F:29])[O:3][C:4]1[CH:9]=[CH:8][C:7]([N:10]2[CH:14]=[N:13][C:12]([C:15]3[CH:20]=[CH:19][C:18](/[C:21](/[CH3:28])=[CH:22]/[C:23]([O:25]CC)=[O:24])=[CH:17][CH:16]=3)=[N:11]2)=[CH:6][CH:5]=1.[OH-].[Na+].Cl. The catalyst is CO. The product is [F:30][C:2]([F:1])([F:29])[O:3][C:4]1[CH:9]=[CH:8][C:7]([N:10]2[CH:14]=[N:13][C:12]([C:15]3[CH:20]=[CH:19][C:18](/[C:21](/[CH3:28])=[CH:22]/[C:23]([OH:25])=[O:24])=[CH:17][CH:16]=3)=[N:11]2)=[CH:6][CH:5]=1. The yield is 0.950. (5) The reactants are [F:1][C:2]1[C:3]([CH3:32])=[C:4]([N:8]2[C:12]([S:13]([C:16]3[CH:17]=[N:18][CH:19]=[CH:20][CH:21]=3)(=[O:15])=[O:14])=[CH:11][C:10]([CH2:22][N:23](C)[C:24](=O)OC(C)(C)C)=[N:9]2)[CH:5]=[CH:6][CH:7]=1.[C:33]([O:36]CC)(=[O:35])[CH3:34].[C:39]([O:42]CC)(=[O:41])[CH3:40].Cl. The catalyst is C(O)C. The product is [C:39]([OH:42])(=[O:41])/[CH:40]=[CH:34]/[C:33]([OH:36])=[O:35].[F:1][C:2]1[C:3]([CH3:32])=[C:4]([N:8]2[C:12]([S:13]([C:16]3[CH:17]=[N:18][CH:19]=[CH:20][CH:21]=3)(=[O:15])=[O:14])=[CH:11][C:10]([CH2:22][NH:23][CH3:24])=[N:9]2)[CH:5]=[CH:6][CH:7]=1. The yield is 0.960. (6) The reactants are [NH2:1][C:2]1[N:7]=[CH:6][N:5]=[C:4]2[N:8]([CH:32]3[CH2:36][CH2:35][NH:34][CH2:33]3)[N:9]=[C:10]([C:11]3[CH:16]=[CH:15][C:14]([NH:17][C:18]([C:20]4[N:21]([CH3:29])[C:22]5[C:27]([CH:28]=4)=[CH:26][CH:25]=[CH:24][CH:23]=5)=[O:19])=[C:13]([O:30][CH3:31])[CH:12]=3)[C:3]=12.[CH3:37][C:38]1[C:42]([CH:43]=O)=[CH:41][NH:40][N:39]=1.C(O[BH-](OC(=O)C)OC(=O)C)(=O)C.[Na+].[OH-].[Na+]. The catalyst is ClC(Cl)C. The product is [NH2:1][C:2]1[N:7]=[CH:6][N:5]=[C:4]2[N:8]([CH:32]3[CH2:36][CH2:35][N:34]([CH2:43][C:42]4[C:38]([CH3:37])=[N:39][NH:40][CH:41]=4)[CH2:33]3)[N:9]=[C:10]([C:11]3[CH:16]=[CH:15][C:14]([NH:17][C:18]([C:20]4[N:21]([CH3:29])[C:22]5[C:27]([CH:28]=4)=[CH:26][CH:25]=[CH:24][CH:23]=5)=[O:19])=[C:13]([O:30][CH3:31])[CH:12]=3)[C:3]=12. The yield is 0.440.